Dataset: Full USPTO retrosynthesis dataset with 1.9M reactions from patents (1976-2016). Task: Predict the reactants needed to synthesize the given product. (1) Given the product [OH:22][C:14]1[CH:13]=[C:12]([NH:11][S:8]([C:4]2[CH:3]=[C:2]([C:28]3[CH:29]=[CH:30][C:25]([C:24]([F:35])([F:34])[F:23])=[CH:26][CH:27]=3)[CH:7]=[CH:6][CH:5]=2)(=[O:10])=[O:9])[CH:21]=[CH:20][C:15]=1[C:16]([O:18][CH3:19])=[O:17], predict the reactants needed to synthesize it. The reactants are: Br[C:2]1[CH:3]=[C:4]([S:8]([NH:11][C:12]2[CH:21]=[CH:20][C:15]([C:16]([O:18][CH3:19])=[O:17])=[C:14]([OH:22])[CH:13]=2)(=[O:10])=[O:9])[CH:5]=[CH:6][CH:7]=1.[F:23][C:24]([F:35])([F:34])[C:25]1[CH:30]=[CH:29][C:28](B(O)O)=[CH:27][CH:26]=1. (2) Given the product [Cl:1][C:2]1[CH:3]=[C:4]([NH:9][C:10]2[C:11]([C:18]([NH2:25])=[O:20])=[CH:12][N:13]([CH3:17])[C:14](=[O:16])[CH:15]=2)[CH:5]=[CH:6][C:7]=1[Cl:8], predict the reactants needed to synthesize it. The reactants are: [Cl:1][C:2]1[CH:3]=[C:4]([NH:9][C:10]2[C:11]([C:18]([OH:20])=O)=[CH:12][N:13]([CH3:17])[C:14](=[O:16])[CH:15]=2)[CH:5]=[CH:6][C:7]=1[Cl:8].N.C1C[N:25]([P+](ON2N=NC3C=CC=CC2=3)(N2CCCC2)N2CCCC2)CC1.F[P-](F)(F)(F)(F)F. (3) Given the product [Cl:25][C:26]1[N:30]2[CH:31]=[C:32]([C:39]3[O:40][CH:41]=[CH:42][CH:43]=3)[CH:33]=[C:34]([C:35]([F:37])([F:38])[F:36])[C:29]2=[N:28][C:27]=1[C:44]([N:47]1[C:55]2[C:50](=[CH:51][CH:52]=[CH:53][CH:54]=2)[CH2:49][CH2:48]1)=[O:45], predict the reactants needed to synthesize it. The reactants are: CN(C(ON1N=NC2C=CC=NC1=2)=[N+](C)C)C.F[P-](F)(F)(F)(F)F.[Cl:25][C:26]1[N:30]2[CH:31]=[C:32]([C:39]3[O:40][CH:41]=[CH:42][CH:43]=3)[CH:33]=[C:34]([C:35]([F:38])([F:37])[F:36])[C:29]2=[N:28][C:27]=1[C:44](O)=[O:45].[NH:47]1[C:55]2[C:50](=[CH:51][CH:52]=[CH:53][CH:54]=2)[CH2:49][CH2:48]1. (4) Given the product [Br:27][C:24]1[CH:25]=[CH:26][C:21]([N:13]2[CH2:11][C@H:8]3[CH2:10][C@H:5]2[N:4]([CH3:3])[CH2:9]3)=[N:22][CH:23]=1, predict the reactants needed to synthesize it. The reactants are: Br.Br.[CH3:3][N:4]1[CH2:9][C@@H:8]2[CH2:10][C@H:5]1CN2.[CH2:11]([N:13](C(C)C)C(C)C)C.Br[C:21]1[CH:26]=[CH:25][C:24]([Br:27])=[CH:23][N:22]=1.Cl.C([O-])([O-])=O.[K+].[K+]. (5) The reactants are: [NH2:1][C:2]1[CH:3]=[C:4]([C:8]2[C:17]3[C:12](=[C:13]([C:18]([F:21])([F:20])[F:19])[CH:14]=[CH:15][CH:16]=3)[N:11]=[CH:10][C:9]=2[C:22]([C:24]2[CH:29]=[CH:28][CH:27]=[CH:26][CH:25]=2)=[O:23])[CH:5]=[CH:6][CH:7]=1.[I:30][C:31]1[CH:36]=[CH:35][CH:34]=[CH:33][C:32]=1[N:37]=[C:38]=[O:39]. Given the product [C:22]([C:9]1[CH:10]=[N:11][C:12]2[C:17]([C:8]=1[C:4]1[CH:3]=[C:2]([NH:1][C:38]([NH:37][C:32]3[CH:33]=[CH:34][CH:35]=[CH:36][C:31]=3[I:30])=[O:39])[CH:7]=[CH:6][CH:5]=1)=[CH:16][CH:15]=[CH:14][C:13]=2[C:18]([F:21])([F:19])[F:20])(=[O:23])[C:24]1[CH:25]=[CH:26][CH:27]=[CH:28][CH:29]=1, predict the reactants needed to synthesize it. (6) The reactants are: C([O:3][C:4](=[O:20])[CH:5]([O:18][CH3:19])[CH2:6][C:7]1[CH:12]=[CH:11][C:10]([O:13][CH2:14][CH2:15][CH2:16]Br)=[CH:9][CH:8]=1)C.[N:21]1([C:26]2[CH:31]=[CH:30][C:29]([OH:32])=[CH:28][CH:27]=2)[CH:25]=[CH:24][N:23]=[CH:22]1. Given the product [N:21]1([C:26]2[CH:31]=[CH:30][C:29]([O:32][CH2:16][CH2:15][CH2:14][O:13][C:10]3[CH:9]=[CH:8][C:7]([CH2:6][C@H:5]([O:18][CH3:19])[C:4]([OH:3])=[O:20])=[CH:12][CH:11]=3)=[CH:28][CH:27]=2)[CH:25]=[CH:24][N:23]=[CH:22]1, predict the reactants needed to synthesize it.